This data is from Reaction yield outcomes from USPTO patents with 853,638 reactions. The task is: Predict the reaction yield, written as a fraction of the theoretical maximum amount of product (1.0 means a 100% yield; for example, 0.34 means a 34% yield). (1) The reactants are [C:1]([O:5][C:6]([NH:8][CH2:9][C:10]([OH:12])=O)=[O:7])([CH3:4])([CH3:3])[CH3:2].C1N=CN(C(N2C=NC=C2)=O)C=1.Cl.[CH3:26][NH:27][O:28][CH3:29].CCOC(C)=O. The catalyst is C(Cl)Cl. The product is [CH3:29][O:28][N:27]([CH3:26])[C:10]([CH2:9][NH:8][C:6](=[O:7])[O:5][C:1]([CH3:2])([CH3:3])[CH3:4])=[O:12]. The yield is 0.820. (2) The reactants are [Cl:1][C:2]1[C:3]([N:8](COCCOC)[S:9]([C:12]2[C:20]3[C:15](=[N:16][CH:17]=[CH:18][CH:19]=3)[S:14][C:13]=2[CH2:21][C:22]2[CH:27]=[C:26]3[O:28][CH2:29][O:30][C:25]3=[CH:24][C:23]=2[CH3:31])(=[O:11])=[O:10])=[N:4][O:5][C:6]=1[CH3:7].Cl. The catalyst is CO. The product is [Cl:1][C:2]1[C:3]([NH:8][S:9]([C:12]2[C:20]3[C:15](=[N:16][CH:17]=[CH:18][CH:19]=3)[S:14][C:13]=2[CH2:21][C:22]2[CH:27]=[C:26]3[O:28][CH2:29][O:30][C:25]3=[CH:24][C:23]=2[CH3:31])(=[O:11])=[O:10])=[N:4][O:5][C:6]=1[CH3:7]. The yield is 0.800. (3) The reactants are FC(F)(F)S(O[C:7]1[C:28]2[C:23](=[CH:24][CH:25]=[CH:26][CH:27]=2)[C:10]2[O:11][CH2:12][CH:13]([C:14]3[CH:19]=[CH:18][C:17]([CH:20]([CH3:22])[CH3:21])=[CH:16][CH:15]=3)[C:9]=2[C:8]=1[CH3:29])(=O)=O.C1(P(C2C=CC=CC=2)CCCP(C2C=CC=CC=2)C2C=CC=CC=2)C=CC=CC=1.C(N(CCCC)CCCC)CCC.C(O)=O. The catalyst is C1(C)C=CC=CC=1.Cl[Pd](Cl)([P](C1C=CC=CC=1)(C1C=CC=CC=1)C1C=CC=CC=1)[P](C1C=CC=CC=1)(C1C=CC=CC=1)C1C=CC=CC=1.O. The product is [CH:20]([C:17]1[CH:18]=[CH:19][C:14]([CH:13]2[CH2:12][O:11][C:10]3[C:23]4[C:28]([CH:7]=[C:8]([CH3:29])[C:9]2=3)=[CH:27][CH:26]=[CH:25][CH:24]=4)=[CH:15][CH:16]=1)([CH3:22])[CH3:21]. The yield is 0.180.